From a dataset of Forward reaction prediction with 1.9M reactions from USPTO patents (1976-2016). Predict the product of the given reaction. (1) Given the reactants [NH2:1][C:2]1[C:11]2[C:6](=[CH:7][CH:8]=[C:9]([O:12][CH3:13])[N:10]=2)[N:5]=[CH:4][CH:3]=1.Cl.[C:15]([O:19][C:20]([NH:22][CH:23]1[CH2:28][CH2:27][NH:26][CH2:25][CH2:24]1)=[O:21])([CH3:18])([CH3:17])[CH3:16].[C:29](=O)([O-])[O-:30].[K+].[K+], predict the reaction product. The product is: [C:15]([O:19][C:20]([NH:22][CH:23]1[CH2:24][CH2:25][N:26]([C:29]([NH:1][C:2]2[C:11]3[C:6](=[CH:7][CH:8]=[C:9]([O:12][CH3:13])[N:10]=3)[N:5]=[CH:4][CH:3]=2)=[O:30])[CH2:27][CH2:28]1)=[O:21])([CH3:18])([CH3:16])[CH3:17]. (2) Given the reactants [NH2:1][C@H:2]1[C@H:7]([OH:8])[CH2:6][CH2:5][O:4][CH2:3]1.S=[C:10]1[CH2:14][S:13][C:12](=[O:15])[NH:11]1, predict the reaction product. The product is: [O:15]=[C:12]1[N:11]=[C:10]([NH:1][C@H:2]2[C@H:7]([OH:8])[CH2:6][CH2:5][O:4][CH2:3]2)[CH2:14][S:13]1. (3) Given the reactants [C:1]([C:4]1[CH:5]=[C:6]([CH:10]=[C:11]([C:13]2[CH:18]=[CH:17][C:16]([CH3:19])=[CH:15][N:14]=2)[CH:12]=1)[C:7]([OH:9])=[O:8])([CH3:3])=[CH2:2].[H][H], predict the reaction product. The product is: [CH:1]([C:4]1[CH:5]=[C:6]([CH:10]=[C:11]([C:13]2[CH:18]=[CH:17][C:16]([CH3:19])=[CH:15][N:14]=2)[CH:12]=1)[C:7]([OH:9])=[O:8])([CH3:3])[CH3:2]. (4) Given the reactants Cl[C:2]1[CH:7]=[CH:6][N:5]=[C:4]2[N:8]([S:30]([C:33]3[CH:38]=[CH:37][C:36]([CH3:39])=[CH:35][CH:34]=3)(=[O:32])=[O:31])[C:9](C3C4C(=CC(OCC5C=CC=CC=5)=C(OC)C=4)NC=3)=[CH:10][C:3]=12.CI, predict the reaction product. The product is: [C:36]1([CH3:39])[CH:35]=[CH:34][C:33]([S:30]([N:8]2[C:4]3=[N:5][CH:6]=[CH:7][CH:2]=[C:3]3[CH:10]=[CH:9]2)(=[O:32])=[O:31])=[CH:38][CH:37]=1. (5) Given the reactants [BH4-].[Na+].[F:3][C:4]1([F:38])[O:8][C:7]2[CH:9]=[CH:10][C:11]([C:13]3([C:16]([NH:18][C:19]4[N:24]=[C:23]([C:25]5[CH:26]=[C:27]([CH:31]=[CH:32][CH:33]=5)[C:28]([OH:30])=[O:29])[C:22]([C:34](OC)=[O:35])=[CH:21][CH:20]=4)=[O:17])[CH2:15][CH2:14]3)=[CH:12][C:6]=2[O:5]1, predict the reaction product. The product is: [F:38][C:4]1([F:3])[O:8][C:7]2[CH:9]=[CH:10][C:11]([C:13]3([C:16]([NH:18][C:19]4[N:24]=[C:23]([C:25]5[CH:26]=[C:27]([CH:31]=[CH:32][CH:33]=5)[C:28]([OH:30])=[O:29])[C:22]([CH2:34][OH:35])=[CH:21][CH:20]=4)=[O:17])[CH2:14][CH2:15]3)=[CH:12][C:6]=2[O:5]1. (6) The product is: [ClH:7].[CH3:3][C:4]1([CH3:6])[N:20]=[C:19]([NH:18][CH2:17][CH2:16][C:15]2[CH:14]=[CH:13][C:12]([O:11][CH3:10])=[CH:35][CH:34]=2)[NH:21][C:22]([NH:24][CH2:25][CH2:26][CH2:27][CH2:28][CH2:29][CH2:30][CH2:31][CH2:32][CH3:33])=[N:23]1. Given the reactants CO.[CH3:3][C:4]([CH3:6])=O.[ClH:7].Cl.Cl.[CH3:10][O:11][C:12]1[CH:35]=[CH:34][C:15]([CH2:16][CH2:17][NH:18][C:19]([NH:21][C:22]([NH:24][CH2:25][CH2:26][CH2:27][CH2:28][CH2:29][CH2:30][CH2:31][CH2:32][CH3:33])=[NH:23])=[NH:20])=[CH:14][CH:13]=1, predict the reaction product.